Dataset: Peptide-MHC class II binding affinity with 134,281 pairs from IEDB. Task: Regression. Given a peptide amino acid sequence and an MHC pseudo amino acid sequence, predict their binding affinity value. This is MHC class II binding data. (1) The peptide sequence is TNDNNLYKLHGGHVS. The MHC is HLA-DQA10201-DQB10402 with pseudo-sequence HLA-DQA10201-DQB10402. The binding affinity (normalized) is 0.278. (2) The peptide sequence is ERKYFAATQFEPLAA. The MHC is HLA-DPA10103-DPB10601 with pseudo-sequence HLA-DPA10103-DPB10601. The binding affinity (normalized) is 0.997. (3) The peptide sequence is NELGMLEKTKEDLFG. The MHC is DRB1_0404 with pseudo-sequence DRB1_0404. The binding affinity (normalized) is 0.399. (4) The peptide sequence is GIDIFASKNFHLQKN. The MHC is HLA-DPA10201-DPB10501 with pseudo-sequence HLA-DPA10201-DPB10501. The binding affinity (normalized) is 0.346. (5) The peptide sequence is LVDEERKLHQQGRCR. The binding affinity (normalized) is 0.252. The MHC is DRB1_0901 with pseudo-sequence DRB1_0901. (6) The peptide sequence is EKKYFAARQFEPLAA. The MHC is HLA-DPA10301-DPB10402 with pseudo-sequence HLA-DPA10301-DPB10402. The binding affinity (normalized) is 0.843. (7) The peptide sequence is IHKASTVLAFPAGVC. The MHC is DRB1_1602 with pseudo-sequence DRB1_1602. The binding affinity (normalized) is 0.323.